Dataset: Reaction yield outcomes from USPTO patents with 853,638 reactions. Task: Predict the reaction yield, written as a fraction of the theoretical maximum amount of product (1.0 means a 100% yield; for example, 0.34 means a 34% yield). (1) The yield is 0.810. The product is [NH2:1][C:2]1[N:7]=[CH:6][N:5]=[C:4]2[N:8]([CH:32]3[CH2:37][CH2:36][N:35]([CH2:39][CH2:40][F:41])[CH2:34][CH2:33]3)[N:9]=[C:10]([C:11]3[CH:16]=[CH:15][C:14]([NH:17][C:18]([C:20]4[N:21]([CH3:29])[C:22]5[C:27]([CH:28]=4)=[CH:26][CH:25]=[CH:24][CH:23]=5)=[O:19])=[C:13]([O:30][CH3:31])[CH:12]=3)[C:3]=12. The reactants are [NH2:1][C:2]1[N:7]=[CH:6][N:5]=[C:4]2[N:8]([CH:32]3[CH2:37][CH2:36][NH:35][CH2:34][CH2:33]3)[N:9]=[C:10]([C:11]3[CH:16]=[CH:15][C:14]([NH:17][C:18]([C:20]4[N:21]([CH3:29])[C:22]5[C:27]([CH:28]=4)=[CH:26][CH:25]=[CH:24][CH:23]=5)=[O:19])=[C:13]([O:30][CH3:31])[CH:12]=3)[C:3]=12.Br[CH2:39][CH2:40][F:41].C(=O)([O-])[O-].[K+].[K+].[I-].[Na+]. The catalyst is CN(C=O)C. (2) The reactants are Br[C:2]1[CH:3]=[C:4]([C:15]([NH:17][CH2:18][C:19]2[C:20](=[O:27])[NH:21][C:22]([CH3:26])=[CH:23][C:24]=2[CH3:25])=[O:16])[C:5]2[CH:10]=[N:9][N:8]([CH:11]3[CH2:14][CH2:13][CH2:12]3)[C:6]=2[N:7]=1.[CH3:28][C:29]1([CH3:46])[CH2:34][C:33](B2OC(C)(C)C(C)(C)O2)=[CH:32][C:31]([CH3:45])([CH3:44])[NH:30]1.C([O-])([O-])=O.[Na+].[Na+].CCOC(C)=O. The catalyst is O1CCOCC1.C1C=CC([P]([Pd]([P](C2C=CC=CC=2)(C2C=CC=CC=2)C2C=CC=CC=2)([P](C2C=CC=CC=2)(C2C=CC=CC=2)C2C=CC=CC=2)[P](C2C=CC=CC=2)(C2C=CC=CC=2)C2C=CC=CC=2)(C2C=CC=CC=2)C2C=CC=CC=2)=CC=1. The product is [CH:11]1([N:8]2[C:6]3[N:7]=[C:2]([C:33]4[CH2:32][C:31]([CH3:45])([CH3:44])[NH:30][C:29]([CH3:46])([CH3:28])[CH:34]=4)[CH:3]=[C:4]([C:15]([NH:17][CH2:18][C:19]4[C:20](=[O:27])[NH:21][C:22]([CH3:26])=[CH:23][C:24]=4[CH3:25])=[O:16])[C:5]=3[CH:10]=[N:9]2)[CH2:14][CH2:13][CH2:12]1. The yield is 0.800. (3) The reactants are C[Zn]C.[CH2:4]([Mg]Br)[CH:5]([CH3:7])[CH3:6].[F:10][C:11]([F:33])([F:32])[C:12]1[CH:17]=[CH:16][C:15]([C:18]2[N:23]=[CH:22][C:21](/[CH:24]=[N:25]/[S@:26]([C:28]([CH3:31])([CH3:30])[CH3:29])=[O:27])=[CH:20][N:19]=2)=[CH:14][CH:13]=1. No catalyst specified. The product is [CH3:6][CH:5]([CH3:7])[CH2:4][C@H:24]([NH:25][S@:26]([C:28]([CH3:31])([CH3:30])[CH3:29])=[O:27])[C:21]1[CH:22]=[N:23][C:18]([C:15]2[CH:16]=[CH:17][C:12]([C:11]([F:33])([F:32])[F:10])=[CH:13][CH:14]=2)=[N:19][CH:20]=1. The yield is 0.680. (4) The reactants are C(N(CC)CC)C.[Br:8][C:9]1[N:10]=[C:11]([C:30]#[CH:31])[C:12]([N:15]([C:23]([O:25][C:26]([CH3:29])([CH3:28])[CH3:27])=[O:24])[C:16](=[O:22])[O:17][C:18]([CH3:21])([CH3:20])[CH3:19])=[N:13][CH:14]=1.[OH:32][N:33]=[C:34](Cl)[C:35]1[CH:40]=[CH:39][CH:38]=[CH:37][CH:36]=1. The catalyst is C1COCC1. The product is [Br:8][C:9]1[N:10]=[C:11]([C:30]2[O:32][N:33]=[C:34]([C:35]3[CH:40]=[CH:39][CH:38]=[CH:37][CH:36]=3)[CH:31]=2)[C:12]([N:15]([C:23]([O:25][C:26]([CH3:29])([CH3:28])[CH3:27])=[O:24])[C:16](=[O:22])[O:17][C:18]([CH3:20])([CH3:21])[CH3:19])=[N:13][CH:14]=1. The yield is 0.700. (5) The reactants are [NH2:1][C:2]1[C:3]2[C:10]([C:11]3[CH:12]=[N:13][C:14]4[C:19]([CH:20]=3)=[CH:18][CH:17]=[CH:16][CH:15]=4)=[C:9](Br)[N:8]([CH2:22][C@H:23]([NH:27][C:28](=[O:34])[O:29][C:30]([CH3:33])([CH3:32])[CH3:31])[CH2:24][CH:25]=[CH2:26])[C:4]=2[N:5]=[CH:6][N:7]=1.NC1C2C(C3C=NC4C(C=3)=CC=CC=4)=C3N(C=2N=CN=1)C[C@@H](NC(=O)OC(C)(C)C)CC3. No catalyst specified. The product is [NH2:1][C:2]1[C:3]2[C:10]([C:11]3[CH:12]=[N:13][C:14]4[C:19]([CH:20]=3)=[CH:18][CH:17]=[CH:16][CH:15]=4)=[C:9]3[CH2:26][CH2:25][CH2:24][C@@H:23]([NH:27][C:28](=[O:34])[O:29][C:30]([CH3:33])([CH3:32])[CH3:31])[CH2:22][N:8]3[C:4]=2[N:5]=[CH:6][N:7]=1. The yield is 0.730. (6) The reactants are C([O:8][C:9](=[O:39])[CH:10]([C:21]1[CH:26]=[CH:25][C:24]([NH:27][S:28]([C:31]2[C:32]([CH3:38])=[N:33][N:34]([CH3:37])[C:35]=2[Cl:36])(=[O:30])=[O:29])=[CH:23][N:22]=1)C(OCC1C=CC=CC=1)=O)C1C=CC=CC=1. The catalyst is C(OCC)(=O)C.[Pd]. The product is [Cl:36][C:35]1[N:34]([CH3:37])[N:33]=[C:32]([CH3:38])[C:31]=1[S:28]([NH:27][C:24]1[CH:25]=[CH:26][C:21]([CH2:10][C:9]([OH:39])=[O:8])=[N:22][CH:23]=1)(=[O:30])=[O:29]. The yield is 0.940.